From a dataset of Reaction yield outcomes from USPTO patents with 853,638 reactions. Predict the reaction yield, written as a fraction of the theoretical maximum amount of product (1.0 means a 100% yield; for example, 0.34 means a 34% yield). (1) The reactants are [Si:1]([O:18][CH2:19][CH2:20][CH:21]1[CH2:23][CH:22]1[C@@H:24]([NH:29]C(=O)OCC1C=CC=CC=1)[CH2:25][CH:26]([CH3:28])[CH3:27])([C:14]([CH3:17])([CH3:16])[CH3:15])([C:8]1[CH:13]=[CH:12][CH:11]=[CH:10][CH:9]=1)[C:2]1[CH:7]=[CH:6][CH:5]=[CH:4][CH:3]=1. The catalyst is CO.CCOC(C)=O. The product is [Si:1]([O:18][CH2:19][CH2:20][CH:21]1[CH2:23][CH:22]1[C@@H:24]([NH2:29])[CH2:25][CH:26]([CH3:27])[CH3:28])([C:14]([CH3:17])([CH3:16])[CH3:15])([C:8]1[CH:9]=[CH:10][CH:11]=[CH:12][CH:13]=1)[C:2]1[CH:3]=[CH:4][CH:5]=[CH:6][CH:7]=1. The yield is 0.920. (2) The reactants are ClC1C=C([C@@H](N2CC[C@H](OCOC)C2)CO)C=CC=1.[Cl:20][C:21]1[CH:22]=[C:23]([C@H:27](O)[CH2:28][N:29]2[CH2:33][CH2:32][C@H:31]([O:34][CH2:35][O:36][CH3:37])[CH2:30]2)[CH:24]=[CH:25][CH:26]=1.[CH3:39][NH:40][C:41]1[CH:50]=[CH:49][C:44]([C:45]([O:47][CH3:48])=[O:46])=[CH:43][CH:42]=1. No catalyst specified. The product is [Cl:20][C:21]1[CH:22]=[C:23]([C@H:27]([N:40]([C:41]2[CH:50]=[CH:49][C:44]([C:45]([O:47][CH3:48])=[O:46])=[CH:43][CH:42]=2)[CH3:39])[CH2:28][N:29]2[CH2:33][CH2:32][C@H:31]([O:34][CH2:35][O:36][CH3:37])[CH2:30]2)[CH:24]=[CH:25][CH:26]=1. The yield is 0.660.